Dataset: Forward reaction prediction with 1.9M reactions from USPTO patents (1976-2016). Task: Predict the product of the given reaction. (1) Given the reactants [CH3:1][S:2]([C:5]1[CH:6]=[C:7]([NH2:12])[C:8]([NH2:11])=[CH:9][CH:10]=1)(=[O:4])=[O:3].[Br:13][C:14]1[CH:21]=[CH:20][C:17]([CH:18]=O)=[CH:16][CH:15]=1.C[Si](Cl)(C)C.C([O-])([O-])=O.[Na+].[Na+], predict the reaction product. The product is: [Br:13][C:14]1[CH:21]=[CH:20][C:17]([C:18]2[NH:12][C:7]3[CH:6]=[C:5]([S:2]([CH3:1])(=[O:3])=[O:4])[CH:10]=[CH:9][C:8]=3[N:11]=2)=[CH:16][CH:15]=1. (2) Given the reactants [Br:1][C:2]1[CH:3]=[C:4]2[C:8](=[CH:9][CH:10]=1)[NH:7][CH:6]=[C:5]2/[CH:11]=[C:12]1\[O:13][C:14]2[CH:21]=[C:20]([OH:22])[CH:19]=[CH:18][C:15]=2[C:16]\1=[O:17].[C:23]([O:27][C:28]([N:30]1[CH2:35][CH2:34][NH:33][CH2:32][CH2:31]1)=[O:29])([CH3:26])([CH3:25])[CH3:24].[CH2:36]=O, predict the reaction product. The product is: [Br:1][C:2]1[CH:3]=[C:4]2[C:8](=[CH:9][CH:10]=1)[NH:7][CH:6]=[C:5]2/[CH:11]=[C:12]1\[O:13][C:14]2[C:21]([CH2:36][N:33]3[CH2:34][CH2:35][N:30]([C:28]([O:27][C:23]([CH3:26])([CH3:24])[CH3:25])=[O:29])[CH2:31][CH2:32]3)=[C:20]([OH:22])[CH:19]=[CH:18][C:15]=2[C:16]\1=[O:17]. (3) The product is: [CH3:6][O:5][C:3]([C:2]1[O:15][C:14]([C:13]2[CH:12]=[C:11]([CH3:10])[CH:19]=[CH:18][CH:17]=2)=[N:16][C:7]=1[CH3:9])=[O:4]. Given the reactants Cl[CH:2]([C:7]([CH3:9])=O)[C:3]([O:5][CH3:6])=[O:4].[CH3:10][C:11]1[CH:12]=[C:13]([CH:17]=[CH:18][CH:19]=1)[C:14]([NH2:16])=[O:15], predict the reaction product. (4) Given the reactants [CH2:1](N(CC)C(C1C=C(C2C=NN(CCCO)C=2)C=CC=1NC1C(C(F)(F)F)=CN=C(NC2C=CC(CP(=O)(O)OCC)=CC=2OC)N=1)=O)[CH3:2].[OH:50][CH2:51][CH2:52][CH2:53][CH2:54][N:55]1[CH:59]=[C:58]([C:60]2[N:65]=[C:64]([C:66](=[O:69])[NH:67][CH3:68])[C:63]([NH:70][C:71]3[C:76]([C:77]([F:80])([F:79])[F:78])=[CH:75][N:74]=[C:73]([NH:81][C:82]4[CH:92]=[CH:91][C:85]([CH2:86][P:87](=[O:90])([O-:89])[O-:88])=[CH:84][CH:83]=4)[N:72]=3)=[CH:62][CH:61]=2)[CH:57]=[N:56]1, predict the reaction product. The product is: [OH:50][CH2:51][CH2:52][CH2:53][CH2:54][N:55]1[CH:59]=[C:58]([C:60]2[N:65]=[C:64]([C:66](=[O:69])[NH:67][CH3:68])[C:63]([NH:70][C:71]3[C:76]([C:77]([F:79])([F:80])[F:78])=[CH:75][N:74]=[C:73]([NH:81][C:82]4[CH:83]=[CH:84][C:85]([CH2:86][P:87](=[O:89])([OH:88])[O:90][CH2:1][CH3:2])=[CH:91][CH:92]=4)[N:72]=3)=[CH:62][CH:61]=2)[CH:57]=[N:56]1. (5) Given the reactants [CH:1]1[CH:2]=[CH:3][C:4]2[S:14][C:13]3[CH:12]=[CH:11][C:10]([C:15]([F:18])([F:17])[F:16])=[CH:9][C:8]=3[N:7]([CH2:19][CH2:20][CH2:21][N:22]3[CH2:27][CH2:26][N:25]([CH2:28][CH2:29][OH:30])[CH2:24][CH2:23]3)[C:5]=2[CH:6]=1.C(Cl)(=O)CC.[C:36]([OH:40])(=[O:39])[CH2:37][CH3:38], predict the reaction product. The product is: [CH:1]1[CH:2]=[CH:3][C:4]2[S:14][C:13]3[CH:12]=[CH:11][C:10]([C:15]([F:18])([F:17])[F:16])=[CH:9][C:8]=3[N:7]([CH2:19][CH2:20][CH2:21][N:22]3[CH2:23][CH2:24][N:25]([CH2:28][CH2:29][OH:30])[CH2:26][CH2:27]3)[C:5]=2[CH:6]=1.[C:36]([O-:40])(=[O:39])[CH2:37][CH3:38]. (6) Given the reactants Br[C:2]1[CH:3]=[N:4][CH:5]=[CH:6][CH:7]=1.[B:8](OC(C)C)([O:13]C(C)C)[O:9]C(C)C.C([Li])CCC, predict the reaction product. The product is: [N:4]1[CH:5]=[CH:6][CH:7]=[C:2]([B:8]([OH:13])[OH:9])[CH:3]=1.